From a dataset of Forward reaction prediction with 1.9M reactions from USPTO patents (1976-2016). Predict the product of the given reaction. (1) Given the reactants Br[C:2]1[C:10]2[CH:9]=[N:8][C:7]([NH:11][CH2:12][CH2:13][CH2:14][CH3:15])=[N:6][C:5]=2[N:4]([C@H:16]2[CH2:21][CH2:20][C@H:19]([O:22][Si:23]([C:26]([CH3:29])([CH3:28])[CH3:27])([CH3:25])[CH3:24])[CH2:18][CH2:17]2)[CH:3]=1.[NH2:30][C:31]1[CH:36]=[CH:35][C:34](B2OC(C)(C)C(C)(C)O2)=[CH:33][CH:32]=1.C([O-])([O-])=O.[K+].[K+], predict the reaction product. The product is: [NH2:30][C:31]1[CH:36]=[CH:35][C:34]([C:2]2[C:10]3[CH:9]=[N:8][C:7]([NH:11][CH2:12][CH2:13][CH2:14][CH3:15])=[N:6][C:5]=3[N:4]([C@H:16]3[CH2:21][CH2:20][C@H:19]([O:22][Si:23]([C:26]([CH3:29])([CH3:28])[CH3:27])([CH3:25])[CH3:24])[CH2:18][CH2:17]3)[CH:3]=2)=[CH:33][CH:32]=1. (2) Given the reactants [F:1][C:2]1[CH:7]=[C:6]([CH3:8])[C:5]([S:9][CH2:10][C:11]([F:14])([F:13])[F:12])=[CH:4][C:3]=1[N:15]1[C:20](=[O:21])[NH:19][C:18](=[O:22])[CH:17]=[N:16]1.[OH:23]OS([O-])=O.[K+], predict the reaction product. The product is: [F:1][C:2]1[CH:7]=[C:6]([CH3:8])[C:5]([S:9]([CH2:10][C:11]([F:13])([F:14])[F:12])=[O:23])=[CH:4][C:3]=1[N:15]1[C:20](=[O:21])[NH:19][C:18](=[O:22])[CH:17]=[N:16]1. (3) Given the reactants [CH2:1]([NH:3][C:4]([NH:6][C:7]1[N:12]=[CH:11][C:10]([C:13]2[S:14][C:15]([C:18]([O:20]C)=[O:19])=[CH:16][N:17]=2)=[CH:9][CH:8]=1)=[O:5])[CH3:2].[Li+].[OH-], predict the reaction product. The product is: [CH2:1]([NH:3][C:4]([NH:6][C:7]1[N:12]=[CH:11][C:10]([C:13]2[S:14][C:15]([C:18]([OH:20])=[O:19])=[CH:16][N:17]=2)=[CH:9][CH:8]=1)=[O:5])[CH3:2]. (4) Given the reactants C(OC([N:8]1[CH2:13][C@H:12]([O:14][CH2:15][C:16]2[CH:25]=[C:24]([O:26][CH3:27])[C:23]3[C:18](=[CH:19][CH:20]=[CH:21][CH:22]=3)[CH:17]=2)[C@@H:11]([C:28]2[CH:33]=[CH:32][C:31]([O:34][CH2:35][CH2:36][CH2:37][O:38][C:39]3[CH:44]=[CH:43][CH:42]=[CH:41][C:40]=3[C:45]#[N:46])=[CH:30][CH:29]=2)[C@H:10]([O:47][CH2:48][C@H:49]2[CH2:53][O:52]C(C)(C)[O:50]2)[CH2:9]1)=O)(C)(C)C.Cl, predict the reaction product. The product is: [OH:50][C@H:49]([CH2:53][OH:52])[CH2:48][O:47][C@H:10]1[C@H:11]([C:28]2[CH:29]=[CH:30][C:31]([O:34][CH2:35][CH2:36][CH2:37][O:38][C:39]3[CH:44]=[CH:43][CH:42]=[CH:41][C:40]=3[C:45]#[N:46])=[CH:32][CH:33]=2)[C@@H:12]([O:14][CH2:15][C:16]2[CH:25]=[C:24]([O:26][CH3:27])[C:23]3[C:18](=[CH:19][CH:20]=[CH:21][CH:22]=3)[CH:17]=2)[CH2:13][NH:8][CH2:9]1. (5) Given the reactants [NH2:1][C:2]1[CH:7]=[CH:6][C:5]([C:8]([F:11])([F:10])[F:9])=[CH:4][N:3]=1.[I:12]I, predict the reaction product. The product is: [NH2:1][C:2]1[C:7]([I:12])=[CH:6][C:5]([C:8]([F:9])([F:11])[F:10])=[CH:4][N:3]=1.